From a dataset of NCI-60 drug combinations with 297,098 pairs across 59 cell lines. Regression. Given two drug SMILES strings and cell line genomic features, predict the synergy score measuring deviation from expected non-interaction effect. (1) Drug 1: C1CN1P(=S)(N2CC2)N3CC3. Drug 2: CCC1=C2CN3C(=CC4=C(C3=O)COC(=O)C4(CC)O)C2=NC5=C1C=C(C=C5)O. Cell line: OVCAR3. Synergy scores: CSS=13.7, Synergy_ZIP=3.15, Synergy_Bliss=9.43, Synergy_Loewe=-10.8, Synergy_HSA=3.10. (2) Drug 1: CCC1(CC2CC(C3=C(CCN(C2)C1)C4=CC=CC=C4N3)(C5=C(C=C6C(=C5)C78CCN9C7C(C=CC9)(C(C(C8N6C=O)(C(=O)OC)O)OC(=O)C)CC)OC)C(=O)OC)O.OS(=O)(=O)O. Drug 2: C(CC(=O)O)C(=O)CN.Cl. Cell line: DU-145. Synergy scores: CSS=6.33, Synergy_ZIP=-1.91, Synergy_Bliss=-3.49, Synergy_Loewe=-1.08, Synergy_HSA=-3.38. (3) Drug 1: C1=CC(=CC=C1CC(C(=O)O)N)N(CCCl)CCCl.Cl. Drug 2: CC1=C(C(CCC1)(C)C)C=CC(=CC=CC(=CC(=O)O)C)C. Cell line: HCT-15. Synergy scores: CSS=25.2, Synergy_ZIP=-4.08, Synergy_Bliss=-0.242, Synergy_Loewe=-4.45, Synergy_HSA=-4.02. (4) Drug 1: CC1=C(C=C(C=C1)NC(=O)C2=CC=C(C=C2)CN3CCN(CC3)C)NC4=NC=CC(=N4)C5=CN=CC=C5. Drug 2: CS(=O)(=O)OCCCCOS(=O)(=O)C. Cell line: 786-0. Synergy scores: CSS=6.10, Synergy_ZIP=-1.43, Synergy_Bliss=3.59, Synergy_Loewe=-0.124, Synergy_HSA=1.37. (5) Drug 1: C1=CC(=CC=C1CCCC(=O)O)N(CCCl)CCCl. Drug 2: C1=CC(=CC=C1C#N)C(C2=CC=C(C=C2)C#N)N3C=NC=N3. Cell line: K-562. Synergy scores: CSS=-2.24, Synergy_ZIP=-8.44, Synergy_Bliss=-15.8, Synergy_Loewe=-16.6, Synergy_HSA=-15.5. (6) Drug 1: C1=C(C(=O)NC(=O)N1)N(CCCl)CCCl. Drug 2: C1=NC2=C(N1)C(=S)N=CN2. Cell line: NCI/ADR-RES. Synergy scores: CSS=17.7, Synergy_ZIP=-14.1, Synergy_Bliss=-16.5, Synergy_Loewe=-19.5, Synergy_HSA=-12.4.